Task: Predict the reactants needed to synthesize the given product.. Dataset: Full USPTO retrosynthesis dataset with 1.9M reactions from patents (1976-2016) (1) Given the product [O:9]=[C:10]1[CH:15]([N:16]2[C:24](=[O:25])[C:23]3[C:18](=[CH:19][CH:20]=[CH:21][C:22]=3[CH2:26][N:27]([CH3:28])[C:40]([NH:39][C:36]3[CH:35]=[CH:34][C:33]([O:32][CH3:31])=[CH:38][CH:37]=3)=[O:41])[C:17]2=[O:29])[CH2:14][CH2:13][C:12](=[O:30])[NH:11]1, predict the reactants needed to synthesize it. The reactants are: C(N(CC)CC)C.Cl.[O:9]=[C:10]1[CH:15]([N:16]2[C:24](=[O:25])[C:23]3[C:18](=[CH:19][CH:20]=[CH:21][C:22]=3[CH2:26][NH:27][CH3:28])[C:17]2=[O:29])[CH2:14][CH2:13][C:12](=[O:30])[NH:11]1.[CH3:31][O:32][C:33]1[CH:38]=[CH:37][C:36]([N:39]=[C:40]=[O:41])=[CH:35][CH:34]=1. (2) Given the product [CH:1]([O:4][C:5]([N:7]1[CH2:12][CH2:11][CH:10]([O:13][C:14]2[C:19]([C:20]#[N:21])=[C:18]([NH:22][C:23]3[CH:28]=[CH:27][C:26]([NH:34][CH:31]([CH3:33])[CH3:32])=[CH:25][C:24]=3[F:30])[N:17]=[CH:16][N:15]=2)[CH2:9][CH2:8]1)=[O:6])([CH3:3])[CH3:2], predict the reactants needed to synthesize it. The reactants are: [CH:1]([O:4][C:5]([N:7]1[CH2:12][CH2:11][CH:10]([O:13][C:14]2[C:19]([C:20]#[N:21])=[C:18]([NH:22][C:23]3[CH:28]=[CH:27][C:26](I)=[CH:25][C:24]=3[F:30])[N:17]=[CH:16][N:15]=2)[CH2:9][CH2:8]1)=[O:6])([CH3:3])[CH3:2].[CH:31]([NH2:34])([CH3:33])[CH3:32].N1CCC[C@H]1C(O)=O.C(=O)([O-])[O-].[K+].[K+]. (3) Given the product [ClH:43].[CH2:1]([O:3][C:4]([C:6]1[C:35](=[O:36])[N:34]([CH:37]2[CH2:41][CH2:40][CH2:39][CH2:38]2)[C:9]2[N:10]=[C:11]([NH:14][C:15]3[CH:20]=[CH:19][C:18]([N:21]4[CH2:22][CH2:23][NH:24][CH2:25][CH2:26]4)=[CH:17][N:16]=3)[N:12]=[CH:13][C:8]=2[CH:7]=1)=[O:5])[CH3:2], predict the reactants needed to synthesize it. The reactants are: [CH2:1]([O:3][C:4]([C:6]1[C:35](=[O:36])[N:34]([CH:37]2[CH2:41][CH2:40][CH2:39][CH2:38]2)[C:9]2[N:10]=[C:11]([NH:14][C:15]3[CH:20]=[CH:19][C:18]([N:21]4[CH2:26][CH2:25][N:24](C(OC(C)(C)C)=O)[CH2:23][CH2:22]4)=[CH:17][N:16]=3)[N:12]=[CH:13][C:8]=2[CH:7]=1)=[O:5])[CH3:2].C(Cl)(Cl)[Cl:43].